From a dataset of Full USPTO retrosynthesis dataset with 1.9M reactions from patents (1976-2016). Predict the reactants needed to synthesize the given product. (1) Given the product [Cl:13][C:10]1[CH:11]=[CH:12][C:7]([C:4]2[CH:3]=[C:2]([NH:1][C:14](=[O:17])[CH2:15][SH:16])[NH:6][N:5]=2)=[CH:8][CH:9]=1, predict the reactants needed to synthesize it. The reactants are: [NH2:1][C:2]1[NH:6][N:5]=[C:4]([C:7]2[CH:12]=[CH:11][C:10]([Cl:13])=[CH:9][CH:8]=2)[CH:3]=1.[C:14](O)(=[O:17])[CH2:15][SH:16].[Al]. (2) The reactants are: [CH3:1][C:2]([CH3:7])([CH3:6])[C:3]([NH2:5])=[O:4].[H-].[Na+].[Cl:10][C:11]1[CH:16]=[CH:15][C:14]([N:17]=[C:18]=S)=[CH:13][CH:12]=1.[CH3:20][C:21]1[N:25]([CH:26]2[CH2:32][CH:31]3[N:33]([CH2:34][CH2:35][C:36]4([C:42]5[CH:47]=[CH:46][CH:45]=[CH:44][CH:43]=5)[CH2:41][CH2:40][NH:39][CH2:38][CH2:37]4)[CH:28]([CH2:29][CH2:30]3)[CH2:27]2)[C:24]2[CH:48]=[CH:49][CH:50]=[CH:51][C:23]=2[N:22]=1.CCN=C=NCCCN(C)C. Given the product [Cl:10][C:11]1[CH:16]=[CH:15][C:14]([NH:17]/[C:18](/[N:39]2[CH2:38][CH2:37][C:36]([CH2:35][CH2:34][N:33]3[CH:28]4[CH2:29][CH2:30][CH:31]3[CH2:32][CH:26]([N:25]3[C:24]5[CH:48]=[CH:49][CH:50]=[CH:51][C:23]=5[N:22]=[C:21]3[CH3:20])[CH2:27]4)([C:42]3[CH:43]=[CH:44][CH:45]=[CH:46][CH:47]=3)[CH2:41][CH2:40]2)=[N:5]\[C:3](=[O:4])[C:2]([CH3:7])([CH3:6])[CH3:1])=[CH:13][CH:12]=1, predict the reactants needed to synthesize it. (3) Given the product [Cl:1][C:2]1[CH:33]=[CH:32][CH:31]=[C:30]([C:34]([F:37])([F:35])[F:36])[C:3]=1[C:4]([N:6]1[C:14]2[C:9](=[CH:10][CH:11]=[C:12]([C:15]3[O:16][C:17]([CH3:20])=[CH:18][N:19]=3)[CH:13]=2)[C:8]([C:21]2[CH:22]=[CH:23][C:24]([C:25]([O-:27])=[O:26])=[CH:28][CH:29]=2)=[N:7]1)=[O:5].[Na+:39], predict the reactants needed to synthesize it. The reactants are: [Cl:1][C:2]1[CH:33]=[CH:32][CH:31]=[C:30]([C:34]([F:37])([F:36])[F:35])[C:3]=1[C:4]([N:6]1[C:14]2[C:9](=[CH:10][CH:11]=[C:12]([C:15]3[O:16][C:17]([CH3:20])=[CH:18][N:19]=3)[CH:13]=2)[C:8]([C:21]2[CH:29]=[CH:28][C:24]([C:25]([OH:27])=[O:26])=[CH:23][CH:22]=2)=[N:7]1)=[O:5].[OH-].[Na+:39]. (4) Given the product [Br:1][C:2]1[C:7]([N:8]([CH2:29][O:30][CH3:31])[S:9]([C:12]2[CH:17]=[CH:16][C:15]([C:18]([CH3:19])([CH3:21])[CH3:20])=[CH:14][CH:13]=2)(=[O:11])=[O:10])=[CH:6][C:5]([Cl:22])=[CH:4][N:3]=1, predict the reactants needed to synthesize it. The reactants are: [Br:1][C:2]1[C:7]([NH:8][S:9]([C:12]2[CH:17]=[CH:16][C:15]([C:18]([CH3:21])([CH3:20])[CH3:19])=[CH:14][CH:13]=2)(=[O:11])=[O:10])=[CH:6][C:5]([Cl:22])=[CH:4][N:3]=1.C([O-])([O-])=O.[K+].[K+].[CH3:29][O:30][CH2:31]Cl. (5) Given the product [C:1]([O:5][C:6]([NH:8][C@@H:9]([C:13]1[CH:18]=[CH:17][C:16]([OH:19])=[CH:15][CH:14]=1)[C:10]([O:12][CH2:23][C:24]1[CH:29]=[CH:28][CH:27]=[CH:26][CH:25]=1)=[O:11])=[O:7])([CH3:4])([CH3:2])[CH3:3], predict the reactants needed to synthesize it. The reactants are: [C:1]([O:5][C:6]([NH:8][C@@H:9]([C:13]1[CH:18]=[CH:17][C:16]([OH:19])=[CH:15][CH:14]=1)[C:10]([OH:12])=[O:11])=[O:7])([CH3:4])([CH3:3])[CH3:2].C(=O)=O.[CH2:23](Br)[C:24]1[CH:29]=[CH:28][CH:27]=[CH:26][CH:25]=1.